From a dataset of Full USPTO retrosynthesis dataset with 1.9M reactions from patents (1976-2016). Predict the reactants needed to synthesize the given product. (1) Given the product [N+:17]([CH2:20][CH2:15][C:12]1[CH:11]=[CH:10][C:9]([CH2:8][O:7][C:2]2[CH:3]=[CH:4][CH:5]=[CH:6][N:1]=2)=[N:14][CH:13]=1)([O-:19])=[O:18], predict the reactants needed to synthesize it. The reactants are: [N:1]1[CH:6]=[CH:5][CH:4]=[CH:3][C:2]=1[O:7][CH2:8][C:9]1[N:14]=[CH:13][C:12]([CH:15]=O)=[CH:11][CH:10]=1.[N+:17]([CH3:20])([O-:19])=[O:18].C([O-])(=O)C.[NH4+].[BH4-].[Na+].C(=O)([O-])O.[Na+]. (2) Given the product [CH2:1]([O:5][C:6](=[O:14])[C:7]([CH2:10][OH:11])([CH2:12][OH:13])[CH:8]=[CH2:9])[CH3:2], predict the reactants needed to synthesize it. The reactants are: [C:1]([O:5][C:6](=[O:14])[C:7]([CH2:12][OH:13])([CH2:10][OH:11])[CH:8]=[CH2:9])(C)(C)[CH3:2].C(OC(C1(C=C)COC(C)(C)OC1)=O)C. (3) Given the product [N+:5]([C:8]1[CH:9]=[CH:10][C:11]([N:14]2[CH2:19][CH2:18][CH:17]([CH:20]([C:24]3[CH:25]=[CH:26][CH:27]=[CH:28][CH:29]=3)[C:21]([O:23][CH3:30])=[O:22])[CH2:16][CH2:15]2)=[CH:12][CH:13]=1)([O-:7])=[O:6], predict the reactants needed to synthesize it. The reactants are: S(Cl)(Cl)=O.[N+:5]([C:8]1[CH:13]=[CH:12][C:11]([N:14]2[CH2:19][CH2:18][CH:17]([CH:20]([C:24]3[CH:29]=[CH:28][CH:27]=[CH:26][CH:25]=3)[C:21]([OH:23])=[O:22])[CH2:16][CH2:15]2)=[CH:10][CH:9]=1)([O-:7])=[O:6].[CH2:30](Cl)Cl. (4) The reactants are: I[C:2]1[C:3]([C:18]([F:21])([F:20])[F:19])=[N:4][N:5]([CH2:7][C:8]2[CH:13]=[CH:12][C:11]([N+:14]([O-:16])=[O:15])=[C:10]([CH3:17])[CH:9]=2)[CH:6]=1.I[C:23]([F:29])([F:28])[C:24]([F:27])([F:26])[F:25].CN(C=O)C. Given the product [CH3:17][C:10]1[CH:9]=[C:8]([CH:13]=[CH:12][C:11]=1[N+:14]([O-:16])=[O:15])[CH2:7][N:5]1[CH:6]=[C:2]([C:23]([F:29])([F:28])[C:24]([F:27])([F:26])[F:25])[C:3]([C:18]([F:21])([F:20])[F:19])=[N:4]1, predict the reactants needed to synthesize it. (5) Given the product [C:23]([NH:30][C@H:31]([CH2:40][C:41]1[CH:46]=[CH:45][C:44]([Cl:47])=[CH:43][CH:42]=1)[C:32]([NH:34][N:11]1[CH2:12][CH:13]([NH:16][CH:17]2[CH2:18][CH2:19][CH2:20][CH2:21][CH2:22]2)[CH2:15]1)=[O:33])([O:25][C:26]([CH3:28])([CH3:29])[CH3:27])=[O:24], predict the reactants needed to synthesize it. The reactants are: C([N:11]1[CH2:15]C[C@H:13]([NH:16][CH:17]2[CH2:22][CH2:21][CH2:20][CH2:19][CH2:18]2)[CH2:12]1)(OCC1C=CC=CC=1)=O.[C:23]([NH:30][C@H:31]([CH2:40][C:41]1[CH:46]=[CH:45][C:44]([Cl:47])=[CH:43][CH:42]=1)[C:32]([NH:34]N1CC(=O)C1)=[O:33])([O:25][C:26]([CH3:29])([CH3:28])[CH3:27])=[O:24].